Dataset: Reaction yield outcomes from USPTO patents with 853,638 reactions. Task: Predict the reaction yield, written as a fraction of the theoretical maximum amount of product (1.0 means a 100% yield; for example, 0.34 means a 34% yield). The reactants are Br[C:2]1[CH:7]=[CH:6][C:5]([S:8]([N:11]2[CH2:15][CH2:14][CH2:13][C@@H:12]2[CH2:16][OH:17])(=[O:10])=[O:9])=[CH:4][CH:3]=1.[NH2:18][C:19]1[CH:20]=[C:21](B(O)O)[CH:22]=[CH:23][CH:24]=1.C(=O)([O-])[O-].[K+].[K+].O. The catalyst is CN(C=O)C.C1C=CC([P]([Pd]([P](C2C=CC=CC=2)(C2C=CC=CC=2)C2C=CC=CC=2)([P](C2C=CC=CC=2)(C2C=CC=CC=2)C2C=CC=CC=2)[P](C2C=CC=CC=2)(C2C=CC=CC=2)C2C=CC=CC=2)(C2C=CC=CC=2)C2C=CC=CC=2)=CC=1. The product is [NH2:18][C:19]1[CH:24]=[C:23]([C:2]2[CH:7]=[CH:6][C:5]([S:8]([N:11]3[CH2:15][CH2:14][CH2:13][C@@H:12]3[CH2:16][OH:17])(=[O:10])=[O:9])=[CH:4][CH:3]=2)[CH:22]=[CH:21][CH:20]=1. The yield is 0.490.